Dataset: Reaction yield outcomes from USPTO patents with 853,638 reactions. Task: Predict the reaction yield, written as a fraction of the theoretical maximum amount of product (1.0 means a 100% yield; for example, 0.34 means a 34% yield). (1) The reactants are C(O[C:4](=[O:9])[CH2:5][N+:6]([O-:8])=[O:7])C.[H-].[Na+].[H][H].[CH3:14][N:15]1C(=O)O[C:18](=[O:19])[C:17]2=[CH:23][CH:24]=[CH:25][CH:26]=[C:16]12.Cl. The product is [OH:19][C:18]1[C:17]2[C:16](=[CH:26][CH:25]=[CH:24][CH:23]=2)[N:15]([CH3:14])[C:4](=[O:9])[C:5]=1[N+:6]([O-:8])=[O:7]. The catalyst is CC(N(C)C)=O. The yield is 0.270. (2) The reactants are Cl[C:2]1[C:11]2[C:6](=[CH:7][C:8]([CH3:12])=[CH:9][CH:10]=2)[N:5]=[C:4]([C:13]2[CH:18]=[CH:17][CH:16]=[CH:15][C:14]=2[O:19]C)[N:3]=1.B(Br)(Br)Br.C(N(CC)CC)C.[NH:32]1[CH2:37][CH2:36][NH:35][CH2:34][CH2:33]1. The catalyst is C(Cl)Cl. The product is [CH3:12][C:8]1[CH:7]=[C:6]2[C:11]([C:2]([N:32]3[CH2:37][CH2:36][NH:35][CH2:34][CH2:33]3)=[N:3][C:4]([C:13]3[CH:18]=[CH:17][CH:16]=[CH:15][C:14]=3[OH:19])=[N:5]2)=[CH:10][CH:9]=1. The yield is 0.910.